From a dataset of Catalyst prediction with 721,799 reactions and 888 catalyst types from USPTO. Predict which catalyst facilitates the given reaction. (1) Reactant: [N+:1]([C:4]1[CH:30]=[CH:29][C:7]([CH2:8][N:9]([CH:23]2[CH2:28][CH2:27][NH:26][CH2:25][CH2:24]2)[C:10](=[O:22])[C:11]2[CH:16]=[CH:15][C:14]([CH2:17][CH2:18][CH2:19][CH2:20][CH3:21])=[CH:13][CH:12]=2)=[CH:6][CH:5]=1)([O-:3])=[O:2].[CH:31](=O)[CH2:32][CH:33]([CH3:35])[CH3:34].C(O[BH-](OC(=O)C)OC(=O)C)(=O)C.[Na+].O. Product: [CH3:34][CH:33]([CH3:35])[CH2:32][CH2:31][N:26]1[CH2:27][CH2:28][CH:23]([N:9]([CH2:8][C:7]2[CH:6]=[CH:5][C:4]([N+:1]([O-:3])=[O:2])=[CH:30][CH:29]=2)[C:10](=[O:22])[C:11]2[CH:12]=[CH:13][C:14]([CH2:17][CH2:18][CH2:19][CH2:20][CH3:21])=[CH:15][CH:16]=2)[CH2:24][CH2:25]1. The catalyst class is: 10. (2) Reactant: [C:1]([C:3]1[CH:4]=[C:5]([C:13]2[O:17][N:16]=[C:15]([C:18]3[CH:39]=[CH:38][C:21]4[CH2:22][CH2:23][N:24]([CH2:27][CH2:28][CH2:29][NH:30]C(=O)OC(C)(C)C)[CH2:25][CH2:26][C:20]=4[CH:19]=3)[N:14]=2)[CH:6]=[CH:7][C:8]=1[O:9][CH:10]([CH3:12])[CH3:11])#[N:2].CCOCC.[ClH:45]. Product: [ClH:45].[NH2:30][CH2:29][CH2:28][CH2:27][N:24]1[CH2:23][CH2:22][C:21]2[CH:38]=[CH:39][C:18]([C:15]3[N:14]=[C:13]([C:5]4[CH:6]=[CH:7][C:8]([O:9][CH:10]([CH3:12])[CH3:11])=[C:3]([CH:4]=4)[C:1]#[N:2])[O:17][N:16]=3)=[CH:19][C:20]=2[CH2:26][CH2:25]1. The catalyst class is: 12. (3) Reactant: [Mg].Br[C:3]1[CH:8]=[CH:7][C:6]([C:9]([F:12])([F:11])[F:10])=[CH:5][CH:4]=1.[Si:13](Cl)(Cl)(Cl)Cl.[H-].[Al+3].[Li+].[H-].[H-].[H-]. Product: [F:10][C:9]([F:12])([F:11])[C:6]1[CH:7]=[CH:8][C:3]([SiH3:13])=[CH:4][CH:5]=1. The catalyst class is: 27. (4) Reactant: [Cl:1][C:2]1[C:3]([F:33])=[C:4]([C:16]([NH:18][C@@H:19]2[CH2:24][CH2:23][N:22]([C:25]([O:27][C:28]([CH3:31])([CH3:30])[CH3:29])=[O:26])[CH2:21][C@@H:20]2[F:32])=[O:17])[N:5](COCC[Si](C)(C)C)[C:6]=1[CH3:7].[F-].C([N+](CCCC)(CCCC)CCCC)CCC.C(N)CN. Product: [Cl:1][C:2]1[C:3]([F:33])=[C:4]([C:16]([NH:18][C@@H:19]2[CH2:24][CH2:23][N:22]([C:25]([O:27][C:28]([CH3:29])([CH3:30])[CH3:31])=[O:26])[CH2:21][C@@H:20]2[F:32])=[O:17])[NH:5][C:6]=1[CH3:7]. The catalyst class is: 56. (5) Reactant: [C:1]1([C@@H:7]([NH:9][C@H:10]2[CH2:15][CH2:14][O:13][CH2:12][C@H:11]2[C:16]([O:18][CH2:19][CH3:20])=[O:17])[CH3:8])[CH:6]=[CH:5][CH:4]=[CH:3][CH:2]=1.CC([O-])(C)C.[K+].OS(O)(=O)=O.[OH-].[Na+]. Product: [C:1]1([C@@H:7]([NH:9][C@H:10]2[CH2:15][CH2:14][O:13][CH2:12][C@@H:11]2[C:16]([O:18][CH2:19][CH3:20])=[O:17])[CH3:8])[CH:6]=[CH:5][CH:4]=[CH:3][CH:2]=1. The catalyst class is: 14.